Dataset: Reaction yield outcomes from USPTO patents with 853,638 reactions. Task: Predict the reaction yield, written as a fraction of the theoretical maximum amount of product (1.0 means a 100% yield; for example, 0.34 means a 34% yield). (1) The reactants are C([O:3][C:4](=[O:29])[CH:5]([C:10]1[CH:15]=[CH:14][C:13]([C:16]2[CH:21]=[CH:20][N:19]=[C:18]([O:22][CH3:23])[CH:17]=2)=[C:12]([O:24][CH2:25][CH:26]2[CH2:28][CH2:27]2)[CH:11]=1)[CH2:6][CH:7]([CH3:9])[CH3:8])C.[OH-].[K+]. The catalyst is CCO.O. The product is [CH:26]1([CH2:25][O:24][C:12]2[CH:11]=[C:10]([CH:5]([CH2:6][CH:7]([CH3:9])[CH3:8])[C:4]([OH:29])=[O:3])[CH:15]=[CH:14][C:13]=2[C:16]2[CH:21]=[CH:20][N:19]=[C:18]([O:22][CH3:23])[CH:17]=2)[CH2:27][CH2:28]1. The yield is 0.500. (2) The reactants are [Cl:1][C:2]1[CH:10]=[C:9]2[C:5]([C:6]([C:11]([O:13]C)=[O:12])=[CH:7][NH:8]2)=[CH:4][C:3]=1[C:15]1[CH:20]=[CH:19][C:18]([C:21]([CH3:25])([CH3:24])[CH2:22][OH:23])=[C:17]([O:26][CH3:27])[CH:16]=1.[OH-].[Na+]. The catalyst is CO. The product is [Cl:1][C:2]1[CH:10]=[C:9]2[C:5]([C:6]([C:11]([OH:13])=[O:12])=[CH:7][NH:8]2)=[CH:4][C:3]=1[C:15]1[CH:20]=[CH:19][C:18]([C:21]([CH3:25])([CH3:24])[CH2:22][OH:23])=[C:17]([O:26][CH3:27])[CH:16]=1. The yield is 0.730. (3) The reactants are [CH3:1][N:2]([CH3:6])[CH2:3][CH2:4][OH:5].C(N(CC)CC)C.CS(Cl)(=O)=O.O[C:20]1[CH:21]=[C:22]([CH:25]=[CH:26][C:27]=1[O:28][CH3:29])[CH:23]=[O:24].C(=O)([O-])[O-].[K+].[K+]. The catalyst is C(Cl)Cl.CCOC(C)=O. The product is [CH3:1][N:2]([CH3:6])[CH2:3][CH2:4][O:5][C:20]1[CH:21]=[C:22]([CH:25]=[CH:26][C:27]=1[O:28][CH3:29])[CH:23]=[O:24]. The yield is 0.310. (4) The reactants are [Br:1][C:2]1[S:6][C:5]([S:7](Cl)(=[O:9])=[O:8])=[CH:4][CH:3]=1.C(N(CC)CC)C.[CH3:18][N:19]([CH3:23])[CH2:20][CH2:21][NH2:22]. The catalyst is C1COCC1. The product is [CH3:18][N:19]([CH3:23])[CH2:20][CH2:21][NH:22][S:7]([C:5]1[S:6][C:2]([Br:1])=[CH:3][CH:4]=1)(=[O:9])=[O:8]. The yield is 0.970. (5) The reactants are CO.C([O:10][C:11]1[C:12]([CH3:31])=[C:13]([CH3:30])[C:14]([NH:18][C:19]([C:21]2[CH:29]=[CH:28][C:24]3[O:25][CH2:26][O:27][C:23]=3[CH:22]=2)=[O:20])=[N:15][C:16]=1[CH3:17])C1C=CC=CC=1. The catalyst is [Pd]. The product is [OH:10][C:11]1[C:12]([CH3:31])=[C:13]([CH3:30])[C:14]([NH:18][C:19]([C:21]2[CH:29]=[CH:28][C:24]3[O:25][CH2:26][O:27][C:23]=3[CH:22]=2)=[O:20])=[N:15][C:16]=1[CH3:17]. The yield is 0.990. (6) The reactants are Cl[C:2]1[CH:3]=[CH:4][C:5]2[N:6]([CH:8]=[CH:9][N:10]=2)[N:7]=1.[OH:11][C:12]1[CH:13]=[C:14]([CH:19]=[CH:20][CH:21]=1)[C:15]([O:17][CH3:18])=[O:16].C(=O)([O-])[O-].[K+].[K+].CN1CCCC1=O. The catalyst is O. The product is [N:10]1[CH:9]=[CH:8][N:6]2[C:5]=1[CH:4]=[CH:3][C:2]([O:11][C:12]1[CH:13]=[C:14]([CH:19]=[CH:20][CH:21]=1)[C:15]([O:17][CH3:18])=[O:16])=[N:7]2. The yield is 0.640.